This data is from Catalyst prediction with 721,799 reactions and 888 catalyst types from USPTO. The task is: Predict which catalyst facilitates the given reaction. Reactant: [Cl:1][C:2]1[CH:3]=[C:4]([C:8]2[CH:13]=[C:12]([NH:14][C:15]3[CH:20]=[CH:19][C:18]([CH2:21][C:22](OCC)=[O:23])=[CH:17][CH:16]=3)[CH:11]=[C:10]([C:27]([F:30])([F:29])[F:28])[N:9]=2)[CH:5]=[CH:6][CH:7]=1.[Cl-].[NH4+:32].N. Product: [Cl:1][C:2]1[CH:3]=[C:4]([C:8]2[CH:13]=[C:12]([NH:14][C:15]3[CH:16]=[CH:17][C:18]([CH2:21][C:22]([NH2:32])=[O:23])=[CH:19][CH:20]=3)[CH:11]=[C:10]([C:27]([F:28])([F:30])[F:29])[N:9]=2)[CH:5]=[CH:6][CH:7]=1. The catalyst class is: 5.